Dataset: Reaction yield outcomes from USPTO patents with 853,638 reactions. Task: Predict the reaction yield, written as a fraction of the theoretical maximum amount of product (1.0 means a 100% yield; for example, 0.34 means a 34% yield). (1) The reactants are [Br:1][CH2:2][C:3]1[C:12]2[C:7](=[CH:8][CH:9]=[CH:10][CH:11]=2)[C:6]([C:13]#N)=[CH:5][CH:4]=1.CC(C[AlH]CC(C)C)C.Cl.[OH2:25]. The catalyst is C1(C)C=CC=CC=1. The product is [Br:1][CH2:2][C:3]1[C:12]2[C:7](=[CH:8][CH:9]=[CH:10][CH:11]=2)[C:6]([CH:13]=[O:25])=[CH:5][CH:4]=1. The yield is 0.880. (2) The reactants are [Cl:1][C:2]1[CH:3]=[CH:4][C:5]([S:9][CH3:10])=[C:6]([NH2:8])[CH:7]=1.[F:11][C:12]1[CH:17]=[C:16]([F:18])[CH:15]=[CH:14][C:13]=1[S:19](Cl)(=[O:21])=[O:20]. No catalyst specified. The product is [Cl:1][C:2]1[CH:3]=[CH:4][C:5]([S:9][CH3:10])=[C:6]([NH:8][S:19]([C:13]2[CH:14]=[CH:15][C:16]([F:18])=[CH:17][C:12]=2[F:11])(=[O:21])=[O:20])[CH:7]=1. The yield is 0.940. (3) The reactants are [C:1]1([S:7]([N:10]2[C:18]3[C:13](=[CH:14][C:15]([C:19]([N:21]4[CH2:27][C:26]5([CH3:29])[CH2:28][CH:22]4[CH2:23][C:24]([CH3:31])([CH3:30])[CH2:25]5)=[O:20])=[CH:16][CH:17]=3)[CH:12]=[CH:11]2)(=[O:9])=[O:8])[CH:6]=[CH:5][CH:4]=[CH:3][CH:2]=1.[CH:32]([N-]C(C)C)(C)C.[Li+].CI. The catalyst is C1COCC1. The product is [C:1]1([S:7]([N:10]2[C:18]3[C:13](=[CH:14][C:15]([C:19]([N:21]4[CH2:27][C:26]5([CH3:29])[CH2:28][CH:22]4[CH2:23][C:24]([CH3:31])([CH3:30])[CH2:25]5)=[O:20])=[CH:16][CH:17]=3)[CH:12]=[C:11]2[CH3:32])(=[O:8])=[O:9])[CH:2]=[CH:3][CH:4]=[CH:5][CH:6]=1. The yield is 0.110. (4) The reactants are Br[C:2]1[N:7]=[CH:6][CH:5]=[CH:4][N:3]=1.C([Li])CCC.[O:13]1[C:17]2([CH2:22][CH2:21][C:20](=[O:23])[CH2:19][CH2:18]2)[O:16][CH2:15][CH2:14]1. The product is [N:3]1[CH:4]=[CH:5][CH:6]=[N:7][C:2]=1[C:20]1([OH:23])[CH2:21][CH2:22][C:17]2([O:16][CH2:15][CH2:14][O:13]2)[CH2:18][CH2:19]1. The yield is 0.540. The catalyst is C(Cl)Cl.CCCCCC. (5) The reactants are [Br:1][C:2]1[CH:3]=[C:4]([CH2:12]Br)[C:5]([C:8]([O:10]C)=O)=[N:6][CH:7]=1.[NH2:14][C@@H:15]([CH2:28][C:29]1[CH:34]=[CH:33][CH:32]=[C:31]([F:35])[CH:30]=1)[CH2:16][N:17]1[C:25](=[O:26])[C:24]2[C:19](=[CH:20][CH:21]=[CH:22][CH:23]=2)[C:18]1=[O:27].C(N(CC)C(C)C)(C)C. The catalyst is C(O)CCC. The product is [Br:1][C:2]1[CH:3]=[C:4]2[CH2:12][N:14]([C@@H:15]([CH2:28][C:29]3[CH:34]=[CH:33][CH:32]=[C:31]([F:35])[CH:30]=3)[CH2:16][N:17]3[C:25](=[O:26])[C:24]4[C:19](=[CH:20][CH:21]=[CH:22][CH:23]=4)[C:18]3=[O:27])[C:8](=[O:10])[C:5]2=[N:6][CH:7]=1. The yield is 0.610. (6) The reactants are [CH2:1]([C@:3]1([OH:19])[C:15]2[CH:14]=[C:13]3[N:9]([CH2:10][CH2:11][C:12]3=O)[C:8](=[O:17])[C:7]=2[CH2:6][O:5][C:4]1=[O:18])[CH3:2].C1(C)C=CC(S(O)(=O)=O)=CC=1.O1CCO[CH:32]1[C:36]1[CH:41]=[C:40]([O:42][CH3:43])[N:39]=[CH:38][C:37]=1[NH2:44]. The catalyst is C1(C)C=CC=CC=1. The product is [CH2:1]([C@:3]1([OH:19])[C:15]2[CH:14]=[C:13]3[N:9]([CH2:10][C:11]4[C:12]3=[N:44][C:37]3[CH:38]=[N:39][C:40]([O:42][CH3:43])=[CH:41][C:36]=3[CH:32]=4)[C:8](=[O:17])[C:7]=2[CH2:6][O:5][C:4]1=[O:18])[CH3:2]. The yield is 0.160. (7) The reactants are [NH2:1][CH2:2][C:3]1[CH:8]=[CH:7][C:6]([C:9]([NH:11][C:12]2[CH:17]=[CH:16][CH:15]=[CH:14][C:13]=2[C:18](=[O:27])[NH:19][C:20]2[CH:25]=[CH:24][C:23]([Cl:26])=[CH:22][N:21]=2)=[O:10])=[CH:5][CH:4]=1.I.CS[C:31]1[NH:32][CH2:33][CH2:34][N:35]=1.C(N(CC)CC)C. The catalyst is CN(C=O)C. The product is [Cl:26][C:23]1[CH:24]=[CH:25][C:20]([NH:19][C:18]([C:13]2[CH:14]=[CH:15][CH:16]=[CH:17][C:12]=2[NH:11][C:9]([C:6]2[CH:5]=[CH:4][C:3]([CH2:2][NH:1][C:31]3[NH:35][CH2:34][CH2:33][N:32]=3)=[CH:8][CH:7]=2)=[O:10])=[O:27])=[N:21][CH:22]=1. The yield is 0.150. (8) The reactants are [C:1]1([C:7]2[N:8]=[N:9][NH:10][N:11]=2)[CH:6]=[CH:5][CH:4]=[CH:3][CH:2]=1.[N:12]1[CH:17]=[CH:16][CH:15]=[CH:14][C:13]=1[C:18]#[C:19][CH2:20][CH2:21]O.C1(P(C2C=CC=CC=2)C2C=CC=CC=2)C=CC=CC=1. The catalyst is C(Cl)Cl. The product is [C:1]1([C:7]2[N:8]=[N:9][N:10]([CH2:21][CH2:20][C:19]#[C:18][C:13]3[CH:14]=[CH:15][CH:16]=[CH:17][N:12]=3)[N:11]=2)[CH:2]=[CH:3][CH:4]=[CH:5][CH:6]=1. The yield is 0.510. (9) The reactants are C(OC([N:8]1[CH2:12][CH:11]([O:13][C:14](=[O:24])[C:15]2[CH:20]=[CH:19][C:18]([N+:21]([O-:23])=[O:22])=[CH:17][CH:16]=2)[CH2:10][CH:9]1[C:25](=[O:37])[NH:26][C:27]1([C:32]([O:34][CH2:35][CH3:36])=[O:33])[CH2:29][CH:28]1[CH:30]=[CH2:31])=O)(C)(C)C. The catalyst is FC(F)(F)S(O)(=O)=O.ClCCl. The product is [CH2:35]([O:34][C:32]([C:27]1([NH:26][C:25]([CH:9]2[NH:8][CH2:12][CH:11]([O:13][C:14](=[O:24])[C:15]3[CH:16]=[CH:17][C:18]([N+:21]([O-:23])=[O:22])=[CH:19][CH:20]=3)[CH2:10]2)=[O:37])[CH2:29][CH:28]1[CH:30]=[CH2:31])=[O:33])[CH3:36]. The yield is 0.950.